This data is from Catalyst prediction with 721,799 reactions and 888 catalyst types from USPTO. The task is: Predict which catalyst facilitates the given reaction. Reactant: [CH2:1]([C:8]1[CH:13]=[CH:12][CH:11]=[C:10]([N:14]2[CH2:18][CH2:17][C:16]3([O:22][CH2:21][CH2:20][O:19]3)[CH2:15]2)[N:9]=1)[C:2]1[CH:7]=[CH:6][CH:5]=[CH:4][CH:3]=1.[I:23]N1C(=O)CCC1=O.S([O-])([O-])(=O)=S.[Na+].[Na+]. Product: [CH2:1]([C:8]1[C:13]([I:23])=[CH:12][CH:11]=[C:10]([N:14]2[CH2:18][CH2:17][C:16]3([O:19][CH2:20][CH2:21][O:22]3)[CH2:15]2)[N:9]=1)[C:2]1[CH:7]=[CH:6][CH:5]=[CH:4][CH:3]=1. The catalyst class is: 9.